From a dataset of NCI-60 drug combinations with 297,098 pairs across 59 cell lines. Regression. Given two drug SMILES strings and cell line genomic features, predict the synergy score measuring deviation from expected non-interaction effect. Drug 1: CC12CCC(CC1=CCC3C2CCC4(C3CC=C4C5=CN=CC=C5)C)O. Drug 2: CC(C)NC(=O)C1=CC=C(C=C1)CNNC.Cl. Cell line: TK-10. Synergy scores: CSS=3.63, Synergy_ZIP=0.350, Synergy_Bliss=0.728, Synergy_Loewe=-3.48, Synergy_HSA=-1.52.